From a dataset of Forward reaction prediction with 1.9M reactions from USPTO patents (1976-2016). Predict the product of the given reaction. (1) Given the reactants [OH:1][C:2]1([CH2:15][C:16]([O:18]CC)=O)[CH2:7][CH2:6][N:5]([CH2:8][C:9]2[CH:14]=[CH:13][CH:12]=[CH:11][CH:10]=2)[CH2:4][CH2:3]1.[NH3:21].CO, predict the reaction product. The product is: [OH:1][C:2]1([CH2:15][C:16]([NH2:21])=[O:18])[CH2:7][CH2:6][N:5]([CH2:8][C:9]2[CH:14]=[CH:13][CH:12]=[CH:11][CH:10]=2)[CH2:4][CH2:3]1. (2) Given the reactants N#N.[CH3:3][O:4][C:5](=[O:39])[CH2:6][C:7]1[S:8][C:9]([C:12]2[CH:17]=[CH:16][CH:15]=[CH:14][C:13]=2[NH:18][C:19]([C:21]2[CH:22]=[C:23]([C:27]3[CH:32]=[CH:31][C:30]([O:33]C)=[C:29]([O:35]C)[C:28]=3[O:37]C)[CH:24]=[CH:25][CH:26]=2)=[O:20])=[CH:10][CH:11]=1.B(Br)(Br)Br.O, predict the reaction product. The product is: [OH:37][C:28]1[C:29]([OH:35])=[C:30]([OH:33])[CH:31]=[CH:32][C:27]=1[C:23]1[CH:24]=[CH:25][CH:26]=[C:21]([C:19]([NH:18][C:13]2[CH:14]=[CH:15][CH:16]=[CH:17][C:12]=2[C:9]2[S:8][C:7]([CH2:6][C:5]([OH:39])=[O:4])=[CH:11][CH:10]=2)=[O:20])[CH:22]=1.[CH3:3][O:4][C:5](=[O:39])[CH2:6][C:7]1[S:8][C:9]([C:12]2[CH:17]=[CH:16][CH:15]=[CH:14][C:13]=2[NH:18][C:19]([C:21]2[CH:22]=[C:23]([C:27]3[CH:32]=[CH:31][C:30]([OH:33])=[C:29]([OH:35])[C:28]=3[OH:37])[CH:24]=[CH:25][CH:26]=2)=[O:20])=[CH:10][CH:11]=1.